This data is from Forward reaction prediction with 1.9M reactions from USPTO patents (1976-2016). The task is: Predict the product of the given reaction. (1) Given the reactants [F:1][C:2]([F:23])([F:22])[C:3]([C:10]1[CH:15]=[CH:14][N:13]=[C:12]([C:16]2[NH:17][O:18][C:19](=[O:21])[N:20]=2)[CH:11]=1)([CH3:9])[O:4][Si](C)(C)C.C([N+](CCCC)(CCCC)CCCC)CCC.[F-].Cl, predict the reaction product. The product is: [F:23][C:2]([F:1])([F:22])[C:3]([C:10]1[CH:15]=[CH:14][N:13]=[C:12]([C:16]2[NH:17][O:18][C:19](=[O:21])[N:20]=2)[CH:11]=1)([CH3:9])[OH:4]. (2) Given the reactants [Br:1][C:2]1[CH:7]=[CH:6][C:5]([C:8]2[CH:13]=[CH:12][CH:11]=[CH:10][CH:9]=2)=[CH:4][CH:3]=1.II.[I:16](O)(O)(O)(O)(O)=O.S(=O)(=O)(O)O, predict the reaction product. The product is: [Br:1][C:2]1[CH:3]=[CH:4][C:5]([C:8]2[CH:13]=[CH:12][C:11]([I:16])=[CH:10][CH:9]=2)=[CH:6][CH:7]=1. (3) Given the reactants [NH2:1][CH2:2][CH2:3][C:4]1[N:5]([CH:26]([C:33]2[CH:38]=[CH:37][CH:36]=[CH:35][CH:34]=2)[C:27]2[CH:32]=[CH:31][CH:30]=[CH:29][CH:28]=2)[C:6]2[C:11]([C:12]=1[CH2:13][CH2:14][CH2:15][C:16]1[CH:24]=[CH:23][C:19]([C:20]([OH:22])=[O:21])=[CH:18][CH:17]=1)=[CH:10][C:9]([Cl:25])=[CH:8][CH:7]=2.CO.[CH3:41][Si](C=[N+]=[N-])(C)C, predict the reaction product. The product is: [NH2:1][CH2:2][CH2:3][C:4]1[N:5]([CH:26]([C:27]2[CH:32]=[CH:31][CH:30]=[CH:29][CH:28]=2)[C:33]2[CH:34]=[CH:35][CH:36]=[CH:37][CH:38]=2)[C:6]2[C:11]([C:12]=1[CH2:13][CH2:14][CH2:15][C:16]1[CH:24]=[CH:23][C:19]([C:20]([O:22][CH3:41])=[O:21])=[CH:18][CH:17]=1)=[CH:10][C:9]([Cl:25])=[CH:8][CH:7]=2. (4) Given the reactants C([O:9][C:10]1[C:15](=[O:16])[N:14]2[CH2:17][CH2:18][CH2:19][CH:20](Br)[C:13]2=[N:12][C:11]=1[C:22]([O:24]C)=O)(=O)C1C=CC=CC=1.[NH:26]1[CH2:31][CH2:30][O:29][CH2:28][CH2:27]1.[F:32][C:33]1[CH:40]=[CH:39][C:36]([CH2:37][NH2:38])=[CH:35][CH:34]=1, predict the reaction product. The product is: [F:32][C:33]1[CH:40]=[CH:39][C:36]([CH2:37][NH:38][C:22]([C:11]2[N:12]=[C:13]3[CH:20]([N:26]4[CH2:31][CH2:30][O:29][CH2:28][CH2:27]4)[CH2:19][CH2:18][CH2:17][N:14]3[C:15](=[O:16])[C:10]=2[OH:9])=[O:24])=[CH:35][CH:34]=1. (5) Given the reactants [ClH:1].Cl.Cl.[Cl:4][C:5]1[CH:14]=[CH:13][C:12]([Cl:15])=[C:11]2[C:6]=1[CH:7]=[C:8]([C:16]1[C:17]([NH2:33])=[N:18][CH:19]=[C:20]([C:22]3[CH:23]=[N:24][N:25]([CH:27]4[CH2:32][CH2:31][NH:30][CH2:29][CH2:28]4)[CH:26]=3)[CH:21]=1)[N:9]=[CH:10]2.[Cl:34]C1C=C2C(=CC=1)C=NC(OS(C(F)(F)F)(=O)=O)=C2, predict the reaction product. The product is: [ClH:4].[ClH:34].[ClH:1].[Cl:15][C:12]1[CH:11]=[C:6]2[C:5](=[CH:14][CH:13]=1)[CH:10]=[N:9][C:8]([C:16]1[C:17]([NH2:33])=[N:18][CH:19]=[C:20]([C:22]3[CH:23]=[N:24][N:25]([CH:27]4[CH2:28][CH2:29][NH:30][CH2:31][CH2:32]4)[CH:26]=3)[CH:21]=1)=[CH:7]2. (6) Given the reactants C[O:2][CH:3](OC)[CH:4]([CH3:30])[O:5][C:6]1[CH:11]=[CH:10][C:9]([C:12]2[O:13][C:14]3[CH:20]=[C:19]([C:21]4[CH:22]([CH2:28][CH3:29])[CH2:23][C:24](=[O:27])[NH:25][N:26]=4)[CH:18]=[CH:17][C:15]=3[N:16]=2)=[CH:8][CH:7]=1.Cl, predict the reaction product. The product is: [CH2:28]([CH:22]1[CH2:23][C:24](=[O:27])[NH:25][N:26]=[C:21]1[C:19]1[CH:18]=[CH:17][C:15]2[N:16]=[C:12]([C:9]3[CH:10]=[CH:11][C:6]([O:5][CH:4]([CH3:30])[CH:3]=[O:2])=[CH:7][CH:8]=3)[O:13][C:14]=2[CH:20]=1)[CH3:29]. (7) Given the reactants [NH2:1][C:2]1[CH2:6][CH2:5][C:4](=[O:7])[CH:3]=1.[Cl:8][C:9]1[CH:10]=[C:11]([CH:14]=[CH:15][C:16]=1[F:17])[CH:12]=O.[CH2:18]([N:25]1[CH2:30][C:29](=O)[CH2:28][C:27](=[O:32])[CH2:26]1)[C:19]1[CH:24]=[CH:23][CH:22]=[CH:21][CH:20]=1, predict the reaction product. The product is: [CH2:18]([N:25]1[CH2:30][C:29]2[NH:1][C:2]3[CH2:6][CH2:5][C:4](=[O:7])[C:3]=3[CH:12]([C:11]3[CH:14]=[CH:15][C:16]([F:17])=[C:9]([Cl:8])[CH:10]=3)[C:28]=2[C:27](=[O:32])[CH2:26]1)[C:19]1[CH:20]=[CH:21][CH:22]=[CH:23][CH:24]=1. (8) Given the reactants [C:1]1([C:7]#[C:8][CH2:9][CH2:10][CH2:11][CH2:12][CH2:13][CH3:14])[CH:6]=[CH:5][CH:4]=[CH:3][CH:2]=1.[C:15]1(C2C(=O)C([C:15]3[CH:20]=[CH:19][CH:18]=[CH:17][CH:16]=3)=C([C:15]3[CH:20]=[CH:19][CH:18]=[CH:17][CH:16]=3)C=2[C:15]2[CH:20]=[CH:19][CH:18]=[CH:17][CH:16]=2)[CH:20]=[CH:19][CH:18]=[CH:17][CH:16]=1.[C:45]([C:53]1[CH:58]=[CH:57][CH:56]=[CH:55][CH:54]=1)(=O)[C:46]1[CH:51]=[CH:50][CH:49]=[CH:48][CH:47]=1, predict the reaction product. The product is: [CH2:46]([C:45]1[C:7]([C:1]2[CH:6]=[CH:5][CH:4]=[CH:3][CH:2]=2)=[C:8]([C:9]2[CH:14]=[CH:13][CH:12]=[CH:11][CH:10]=2)[C:57]([C:15]2[CH:20]=[CH:19][CH:18]=[CH:17][CH:16]=2)=[C:58]([C:1]2[CH:6]=[CH:5][CH:4]=[CH:3][CH:2]=2)[C:53]=1[C:54]1[CH:9]=[CH:8][CH:7]=[CH:56][CH:55]=1)[CH2:47][CH2:48][CH2:49][CH2:50][CH3:51].